From a dataset of Peptide-MHC class I binding affinity with 185,985 pairs from IEDB/IMGT. Regression. Given a peptide amino acid sequence and an MHC pseudo amino acid sequence, predict their binding affinity value. This is MHC class I binding data. (1) The peptide sequence is VIMEYHLLF. The MHC is HLA-A32:01 with pseudo-sequence HLA-A32:01. The binding affinity (normalized) is 0. (2) The peptide sequence is PCPLPHRLDR. The MHC is HLA-A31:01 with pseudo-sequence HLA-A31:01. The binding affinity (normalized) is 0.262. (3) The peptide sequence is WIKNLETYT. The MHC is HLA-A68:02 with pseudo-sequence HLA-A68:02. The binding affinity (normalized) is 0. (4) The binding affinity (normalized) is 0.0941. The MHC is HLA-A33:01 with pseudo-sequence HLA-A33:01. The peptide sequence is YANCSSISIK.